From a dataset of NCI-60 drug combinations with 297,098 pairs across 59 cell lines. Regression. Given two drug SMILES strings and cell line genomic features, predict the synergy score measuring deviation from expected non-interaction effect. (1) Drug 1: CN1C2=C(C=C(C=C2)N(CCCl)CCCl)N=C1CCCC(=O)O.Cl. Drug 2: CN(CC1=CN=C2C(=N1)C(=NC(=N2)N)N)C3=CC=C(C=C3)C(=O)NC(CCC(=O)O)C(=O)O. Cell line: A549. Synergy scores: CSS=57.8, Synergy_ZIP=1.05, Synergy_Bliss=1.19, Synergy_Loewe=-54.6, Synergy_HSA=0.646. (2) Drug 1: CC12CCC(CC1=CCC3C2CCC4(C3CC=C4C5=CN=CC=C5)C)O. Drug 2: C(=O)(N)NO. Cell line: NCI/ADR-RES. Synergy scores: CSS=4.51, Synergy_ZIP=-4.12, Synergy_Bliss=-4.24, Synergy_Loewe=-4.66, Synergy_HSA=-3.70. (3) Drug 1: C1CCN(CC1)CCOC2=CC=C(C=C2)C(=O)C3=C(SC4=C3C=CC(=C4)O)C5=CC=C(C=C5)O. Drug 2: C1=NC2=C(N1)C(=S)N=C(N2)N. Cell line: M14. Synergy scores: CSS=33.7, Synergy_ZIP=-1.79, Synergy_Bliss=0.732, Synergy_Loewe=-2.85, Synergy_HSA=-0.0831. (4) Drug 1: C1CCC(CC1)NC(=O)N(CCCl)N=O. Drug 2: CC1C(C(=O)NC(C(=O)N2CCCC2C(=O)N(CC(=O)N(C(C(=O)O1)C(C)C)C)C)C(C)C)NC(=O)C3=C4C(=C(C=C3)C)OC5=C(C(=O)C(=C(C5=N4)C(=O)NC6C(OC(=O)C(N(C(=O)CN(C(=O)C7CCCN7C(=O)C(NC6=O)C(C)C)C)C)C(C)C)C)N)C. Cell line: SF-268. Synergy scores: CSS=28.2, Synergy_ZIP=6.59, Synergy_Bliss=7.69, Synergy_Loewe=6.99, Synergy_HSA=7.18. (5) Drug 1: C1CCC(C1)C(CC#N)N2C=C(C=N2)C3=C4C=CNC4=NC=N3. Drug 2: C1C(C(OC1N2C=NC(=NC2=O)N)CO)O. Cell line: SN12C. Synergy scores: CSS=4.67, Synergy_ZIP=-2.69, Synergy_Bliss=-2.91, Synergy_Loewe=-2.50, Synergy_HSA=-2.38. (6) Drug 1: C1CC(C1)(C(=O)O)C(=O)O.[NH2-].[NH2-].[Pt+2]. Drug 2: CC12CCC3C(C1CCC2O)C(CC4=C3C=CC(=C4)O)CCCCCCCCCS(=O)CCCC(C(F)(F)F)(F)F. Cell line: M14. Synergy scores: CSS=-2.65, Synergy_ZIP=2.12, Synergy_Bliss=-1.21, Synergy_Loewe=-6.82, Synergy_HSA=-6.28. (7) Drug 1: CS(=O)(=O)C1=CC(=C(C=C1)C(=O)NC2=CC(=C(C=C2)Cl)C3=CC=CC=N3)Cl. Drug 2: CC1=C(N=C(N=C1N)C(CC(=O)N)NCC(C(=O)N)N)C(=O)NC(C(C2=CN=CN2)OC3C(C(C(C(O3)CO)O)O)OC4C(C(C(C(O4)CO)O)OC(=O)N)O)C(=O)NC(C)C(C(C)C(=O)NC(C(C)O)C(=O)NCCC5=NC(=CS5)C6=NC(=CS6)C(=O)NCCC[S+](C)C)O. Cell line: HOP-92. Synergy scores: CSS=4.82, Synergy_ZIP=-5.05, Synergy_Bliss=-9.95, Synergy_Loewe=-30.9, Synergy_HSA=-9.49. (8) Drug 1: C1=CN(C=N1)CC(O)(P(=O)(O)O)P(=O)(O)O. Drug 2: C1CN(P(=O)(OC1)NCCCl)CCCl. Cell line: KM12. Synergy scores: CSS=1.92, Synergy_ZIP=2.08, Synergy_Bliss=5.50, Synergy_Loewe=4.23, Synergy_HSA=3.23. (9) Drug 2: CC1CCCC2(C(O2)CC(NC(=O)CC(C(C(=O)C(C1O)C)(C)C)O)C(=CC3=CSC(=N3)C)C)C. Cell line: SF-539. Drug 1: C1CN(P(=O)(OC1)NCCCl)CCCl. Synergy scores: CSS=53.3, Synergy_ZIP=1.54, Synergy_Bliss=1.37, Synergy_Loewe=-28.9, Synergy_HSA=1.01.